Predict which catalyst facilitates the given reaction. From a dataset of Catalyst prediction with 721,799 reactions and 888 catalyst types from USPTO. (1) Reactant: [CH2:1]([C:8]1[CH:13]=[CH:12][C:11]([NH:14][C:15]2[C:20]([C:21]([NH:23][C@@H:24]3[CH2:29][CH2:28][C@H:27]([NH:30][C:31]([C:33]4[N:34]=[C:35]5[CH:40]=[CH:39][C:38]([F:41])=[CH:37][N:36]5[CH:42]=4)=[O:32])[CH2:26][CH2:25]3)=[O:22])=[CH:19][C:18]([F:43])=[CH:17][N:16]=2)=[CH:10][CH:9]=1)[C:2]1[CH:7]=[CH:6][CH:5]=[CH:4][CH:3]=1.[C:44](N1C=CN=C1)(N1C=CN=C1)=[O:45].[H-].[Na+]. Product: [CH2:1]([C:8]1[CH:13]=[CH:12][C:11]([N:14]2[C:15]3[N:16]=[CH:17][C:18]([F:43])=[CH:19][C:20]=3[C:21](=[O:22])[N:23]([C@@H:24]3[CH2:29][CH2:28][C@H:27]([NH:30][C:31]([C:33]4[N:34]=[C:35]5[CH:40]=[CH:39][C:38]([F:41])=[CH:37][N:36]5[CH:42]=4)=[O:32])[CH2:26][CH2:25]3)[C:44]2=[O:45])=[CH:10][CH:9]=1)[C:2]1[CH:3]=[CH:4][CH:5]=[CH:6][CH:7]=1. The catalyst class is: 9. (2) Reactant: [NH2:1][CH2:2][CH:3]([C:5]1[CH:10]=[CH:9][CH:8]=[CH:7][N:6]=1)[OH:4].[C:11]([N:18]1[CH2:23][CH2:22][CH2:21][CH2:20][C:19]1=O)([O:13][C:14]([CH3:17])([CH3:16])[CH3:15])=[O:12].C(O)(=O)C.C(O[BH-](OC(=O)C)OC(=O)C)(=O)C.[Na+]. Product: [C:14]([O:13][C:11]([N:18]1[CH2:23][CH2:22][CH:21]([NH:1][CH2:2][CH:3]([OH:4])[C:5]2[CH:10]=[CH:9][CH:8]=[CH:7][N:6]=2)[CH2:20][CH2:19]1)=[O:12])([CH3:17])([CH3:15])[CH3:16]. The catalyst class is: 26. (3) Reactant: [C:1]([CH:3]=[CH:4][C:5]1[CH:6]=[C:7]2[C:12](=[CH:13][CH:14]=1)[CH:11]([NH:15][C:16](=[O:38])[CH2:17][CH:18]([NH:26][S:27]([C:30]1[CH:35]=[CH:34][C:33]([Cl:36])=[C:32]([Cl:37])[CH:31]=1)(=[O:29])=[O:28])[C:19]1[CH:24]=[CH:23][C:22]([F:25])=[CH:21][CH:20]=1)[CH2:10][CH2:9][CH2:8]2)#[N:2].C(Cl)(Cl)Cl. Product: [NH2:2][CH2:1][CH2:3][CH2:4][C:5]1[CH:6]=[C:7]2[C:12](=[CH:13][CH:14]=1)[CH:11]([NH:15][C:16](=[O:38])[CH2:17][CH:18]([NH:26][S:27]([C:30]1[CH:35]=[CH:34][C:33]([Cl:36])=[C:32]([Cl:37])[CH:31]=1)(=[O:29])=[O:28])[C:19]1[CH:20]=[CH:21][C:22]([F:25])=[CH:23][CH:24]=1)[CH2:10][CH2:9][CH2:8]2. The catalyst class is: 867. (4) Reactant: [F:1][C:2]1[CH:7]=[CH:6][CH:5]=[CH:4][C:3]=1[C:8](=[O:15])[CH2:9][CH:10]([C:13]#[N:14])[C:11]#[N:12].C1COCC1.CCCCCC. Product: [F:1][C:2]1[CH:7]=[CH:6][CH:5]=[CH:4][C:3]=1[C:8](=[O:15])[CH2:9][CH:10]([CH:13]=[NH:14])[C:11]#[N:12]. The catalyst class is: 13. (5) Product: [CH3:28][O:27][C:25](=[O:26])[C:24]1[CH:29]=[C:20]([CH2:19][O:15][C:12]2[CH:11]=[CH:10][C:9]([C:5]3[CH:6]=[C:7]([F:8])[C:2]([F:1])=[CH:3][C:4]=3[O:16][CH3:17])=[CH:14][CH:13]=2)[CH:21]=[N:22][CH:23]=1. Reactant: [F:1][C:2]1[C:7]([F:8])=[CH:6][C:5]([C:9]2[CH:14]=[CH:13][C:12]([OH:15])=[CH:11][CH:10]=2)=[C:4]([O:16][CH3:17])[CH:3]=1.O[CH2:19][C:20]1[CH:21]=[N:22][CH:23]=[C:24]([CH:29]=1)[C:25]([O:27][CH3:28])=[O:26].C1(P(C2C=CC=CC=2)C2C=CC=CC=2)C=CC=CC=1.N(C(OC(C)C)=O)=NC(OC(C)C)=O. The catalyst class is: 56. (6) Reactant: [C:1]([O:5][C:6]([C:8]1[S:9][C:10]([CH2:13][NH:14][CH2:15][CH:16]([CH3:18])[CH3:17])=[CH:11][CH:12]=1)=[O:7])([CH3:4])([CH3:3])[CH3:2].N1([C:24]([NH:26][CH2:27][CH:28]=[CH2:29])=[O:25])C=CN=C1.C(N(CC)C(C)C)(C)C. Product: [C:1]([O:5][C:6]([C:8]1[S:9][C:10]([CH2:13][N:14]([C:24](=[O:25])[NH:26][CH2:27][CH:28]=[CH2:29])[CH2:15][CH:16]([CH3:18])[CH3:17])=[CH:11][CH:12]=1)=[O:7])([CH3:4])([CH3:3])[CH3:2]. The catalyst class is: 10.